Task: Predict which catalyst facilitates the given reaction.. Dataset: Catalyst prediction with 721,799 reactions and 888 catalyst types from USPTO (1) Reactant: Cl[CH2:2][CH2:3][C:4](=O)[CH2:5][C:6]([O:8][CH2:9][CH3:10])=[O:7].[NH2:12][C:13]1[CH:18]=[CH:17][C:16]([Br:19])=[CH:15][N:14]=1. Product: [Br:19][C:16]1[CH:17]=[CH:18][C:13]2[N:14]([CH:2]=[C:3]([CH2:4][CH2:5][C:6]([O:8][CH2:9][CH3:10])=[O:7])[N:12]=2)[CH:15]=1. The catalyst class is: 8. (2) Product: [C:1]([O:5][C:6]([N:8]1[CH2:13][C@H:12]([CH3:14])[N:11]([CH3:22])[C@H:10]([CH3:15])[CH2:9]1)=[O:7])([CH3:4])([CH3:2])[CH3:3]. The catalyst class is: 38. Reactant: [C:1]([O:5][C:6]([N:8]1[CH2:13][C@H:12]([CH3:14])[NH:11][C@H:10]([CH3:15])[CH2:9]1)=[O:7])([CH3:4])([CH3:3])[CH3:2].[OH-].[Na+].P(O)(O)O.[CH2:22]=O. (3) Reactant: [H-].[Na+].[N+:3]([C:6]1[CH:7]=[C:8]2[C:12](=[CH:13][CH:14]=1)[NH:11][CH:10]=[CH:9]2)([O-:5])=[O:4].[C:15]1([N:21]=[C:22]=[O:23])[CH:20]=[CH:19][CH:18]=[CH:17][CH:16]=1.O. Product: [C:15]1([NH:21][C:22]([N:11]2[C:12]3[C:8](=[CH:7][C:6]([N+:3]([O-:5])=[O:4])=[CH:14][CH:13]=3)[CH:9]=[CH:10]2)=[O:23])[CH:20]=[CH:19][CH:18]=[CH:17][CH:16]=1. The catalyst class is: 9. (4) Reactant: [CH2:1]([N:3]1[CH:12]=[C:11]([C:13]([OH:15])=O)[C:10]2[C:5](=[CH:6][C:7]([O:16][CH3:17])=[CH:8][CH:9]=2)[C:4]1=[O:18])[CH3:2].[CH2:19]([NH2:23])[CH2:20][CH2:21][CH3:22].C(N(CC)CC)C. Product: [CH2:19]([NH:23][C:13]([C:11]1[C:10]2[C:5](=[CH:6][C:7]([O:16][CH3:17])=[CH:8][CH:9]=2)[C:4](=[O:18])[N:3]([CH2:1][CH3:2])[CH:12]=1)=[O:15])[CH2:20][CH2:21][CH3:22]. The catalyst class is: 820.